Task: Predict which catalyst facilitates the given reaction.. Dataset: Catalyst prediction with 721,799 reactions and 888 catalyst types from USPTO (1) Reactant: [Br:1][C:2]1[CH:18]=[CH:17][C:16]([F:19])=[CH:15][C:3]=1[O:4][C:5]1[CH:10]=[CH:9][C:8]([C:11](Cl)=[N:12][OH:13])=[CH:7][CH:6]=1.[C:20]([O:24][CH3:25])(=[O:23])[C:21]#[CH:22].C(N(CC)CC)C. Product: [Br:1][C:2]1[CH:18]=[CH:17][C:16]([F:19])=[CH:15][C:3]=1[O:4][C:5]1[CH:10]=[CH:9][C:8]([C:11]2[CH:22]=[C:21]([C:20]([O:24][CH3:25])=[O:23])[O:13][N:12]=2)=[CH:7][CH:6]=1. The catalyst class is: 3. (2) Reactant: [N:1]([C:12]([CH3:14])=[O:13])([CH2:7]NC(C)=O)[CH2:2]NC(C)=O.C1[CH2:19][O:18]CC1.C=[O:21].NC[C:24]([OH:26])=[O:25]. Product: [C:12]([N:1]([CH2:2][C:19]([OH:18])=[O:21])[CH2:7][C:24]([OH:26])=[O:25])(=[O:13])[CH3:14]. The catalyst class is: 15. (3) Reactant: [C:1]1(C)[CH:6]=CC(S(O)(=O)=O)=C[CH:2]=1.[C@@H:12]1([N:21]2[CH:28]=[CH:27][C:25](=[O:26])[NH:24][C:22]2=[O:23])[O:20][C@H:17]([CH2:18][OH:19])[C@@H:15]([OH:16])[C@H:13]1[OH:14]. Product: [OH:19][CH2:18][CH:17]1[CH:15]2[O:16][C:1]([CH3:6])([CH3:2])[O:14][CH:13]2[CH:12]([N:21]2[CH:28]=[CH:27][C:25](=[O:26])[NH:24][C:22]2=[O:23])[O:20]1. The catalyst class is: 21. (4) Reactant: [NH2:1][C:2]1[CH:7]=[CH:6][CH:5]=[CH:4][C:3]=1[N:8]([CH2:16][C:17]1[CH:22]=[CH:21][CH:20]=[CH:19][CH:18]=1)[C:9](=[O:15])[CH2:10][C:11](OC)=[O:12]. Product: [CH2:16]([N:8]1[C:9](=[O:15])[CH2:10][C:11](=[O:12])[NH:1][C:2]2[CH:7]=[CH:6][CH:5]=[CH:4][C:3]1=2)[C:17]1[CH:22]=[CH:21][CH:20]=[CH:19][CH:18]=1. The catalyst class is: 14. (5) Product: [C:1]([O:5][C:6](=[O:26])[NH:7][C:8]1[CH:13]=[CH:12][CH:11]=[CH:10][C:9]=1[NH:14][C:15](=[O:25])[C:16]1[CH:21]=[CH:20][C:19]([CH:22]([NH:32][C:31]2[CH:33]=[C:34]([O:38][CH3:39])[C:35]([O:36][CH3:37])=[C:29]([O:28][CH3:27])[CH:30]=2)[CH2:24][OH:23])=[CH:18][CH:17]=1)([CH3:3])([CH3:2])[CH3:4]. The catalyst class is: 10. Reactant: [C:1]([O:5][C:6](=[O:26])[NH:7][C:8]1[CH:13]=[CH:12][CH:11]=[CH:10][C:9]=1[NH:14][C:15](=[O:25])[C:16]1[CH:21]=[CH:20][C:19]([CH:22]2[CH2:24][O:23]2)=[CH:18][CH:17]=1)([CH3:4])([CH3:3])[CH3:2].[CH3:27][O:28][C:29]1[CH:30]=[C:31]([CH:33]=[C:34]([O:38][CH3:39])[C:35]=1[O:36][CH3:37])[NH2:32]. (6) Reactant: [F:1][C:2]1[CH:3]=[C:4]([CH2:8][C:9]#[N:10])[CH:5]=[CH:6][CH:7]=1.C[O-].[Na+].[F:14][C:15]1[CH:20]=[CH:19][C:18]([CH:21]=[CH:22][C:23]([O:25][CH3:26])=[O:24])=[CH:17][CH:16]=1.C(CC(C1C=CC(F)=CC=1)C(C1C=CC=C(F)C=1)C(OC)=O)#N. The catalyst class is: 11. Product: [C:9]([CH:8]([C:4]1[CH:5]=[CH:6][CH:7]=[C:2]([F:1])[CH:3]=1)[CH:21]([C:18]1[CH:17]=[CH:16][C:15]([F:14])=[CH:20][CH:19]=1)[CH2:22][C:23]([O:25][CH3:26])=[O:24])#[N:10]. (7) Reactant: [F:1][C:2]([F:31])([F:30])[C:3]1[CH:8]=[CH:7][C:6]([CH:9]([C:24]2[CH:29]=[CH:28][CH:27]=[CH:26][CH:25]=2)[O:10][C:11]2[CH:20]=[CH:19][C:18]([N+:21]([O-])=O)=[CH:17][C:12]=2[C:13]([O:15][CH3:16])=[O:14])=[CH:5][CH:4]=1.[Cl-].[Ca+2].[Cl-]. Product: [NH2:21][C:18]1[CH:19]=[CH:20][C:11]([O:10][CH:9]([C:6]2[CH:5]=[CH:4][C:3]([C:2]([F:1])([F:30])[F:31])=[CH:8][CH:7]=2)[C:24]2[CH:29]=[CH:28][CH:27]=[CH:26][CH:25]=2)=[C:12]([CH:17]=1)[C:13]([O:15][CH3:16])=[O:14]. The catalyst class is: 190.